The task is: Predict the reactants needed to synthesize the given product.. This data is from Full USPTO retrosynthesis dataset with 1.9M reactions from patents (1976-2016). (1) Given the product [CH3:1][C:2]1[CH:8]=[C:7]([C:9]2[N:14]=[C:13]([N:15]3[CH2:20][CH2:19][O:18][CH2:17][C@@H:16]3[CH3:21])[CH:12]=[C:11]([CH2:22][S:23]([CH3:26])(=[O:25])=[O:24])[N:10]=2)[CH:6]=[CH:5][C:3]=1[NH:4][C:34]([NH:33][C:27]1[CH:32]=[CH:31][CH:30]=[CH:29][CH:28]=1)=[O:35], predict the reactants needed to synthesize it. The reactants are: [CH3:1][C:2]1[CH:8]=[C:7]([C:9]2[N:14]=[C:13]([N:15]3[CH2:20][CH2:19][O:18][CH2:17][C@@H:16]3[CH3:21])[CH:12]=[C:11]([CH2:22][S:23]([CH3:26])(=[O:25])=[O:24])[N:10]=2)[CH:6]=[CH:5][C:3]=1[NH2:4].[C:27]1([N:33]=[C:34]=[O:35])[CH:32]=[CH:31][CH:30]=[CH:29][CH:28]=1. (2) Given the product [F:21][C:2]([F:1])([F:20])[C:3]1[CH:4]=[C:5]([C@H:13]2[O:17][C:16](=[O:18])[N:15]([CH2:35][C:34]3[CH:37]=[C:38]([C:41]([F:42])([F:44])[F:43])[CH:39]=[CH:40][C:33]=3[Br:32])[C@H:14]2[CH3:19])[CH:6]=[C:7]([C:9]([F:10])([F:11])[F:12])[CH:8]=1, predict the reactants needed to synthesize it. The reactants are: [F:1][C:2]([F:21])([F:20])[C:3]1[CH:4]=[C:5]([C@H:13]2[O:17][C:16](=[O:18])[NH:15][C@H:14]2[CH3:19])[CH:6]=[C:7]([C:9]([F:12])([F:11])[F:10])[CH:8]=1.C[Si](C)(C)N[Si](C)(C)C.[Na].[Br:32][C:33]1[CH:40]=[CH:39][C:38]([C:41]([F:44])([F:43])[F:42])=[CH:37][C:34]=1[CH2:35]Br.CCOC(C)=O. (3) Given the product [Cl:1][C:2]1[C:3]([CH2:12][O:13][CH:14]2[CH2:19][CH2:18][CH2:17][CH2:16][O:15]2)=[C:4]2[C:8](=[C:9]([CH3:11])[CH:10]=1)[N:7]([S:22]([C:25]1[CH:31]=[CH:30][C:28]([CH3:29])=[CH:27][CH:26]=1)(=[O:24])=[O:23])[CH:6]=[CH:5]2, predict the reactants needed to synthesize it. The reactants are: [Cl:1][C:2]1[C:3]([CH2:12][O:13][CH:14]2[CH2:19][CH2:18][CH2:17][CH2:16][O:15]2)=[C:4]2[C:8](=[C:9]([CH3:11])[CH:10]=1)[NH:7][CH:6]=[CH:5]2.[OH-].[Na+].[S:22](Cl)([C:25]1[CH:31]=[CH:30][C:28]([CH3:29])=[CH:27][CH:26]=1)(=[O:24])=[O:23]. (4) Given the product [CH3:1][O:2][C:3]1[CH:4]=[CH:5][C:6](/[CH:9]=[C:10]2\[O:12][C:16](=[O:17])[C:15]3[CH:19]=[CH:20][CH:21]=[CH:22][C:14]\2=3)=[CH:7][CH:8]=1, predict the reactants needed to synthesize it. The reactants are: [CH3:1][O:2][C:3]1[CH:8]=[CH:7][C:6]([CH2:9][C:10]([OH:12])=O)=[CH:5][CH:4]=1.C1(=O)O[C:16](=[O:17])[C:15]2=[CH:19][CH:20]=[CH:21][CH:22]=[C:14]12.C([O-])(=O)C.[Na+].